This data is from Catalyst prediction with 721,799 reactions and 888 catalyst types from USPTO. The task is: Predict which catalyst facilitates the given reaction. Reactant: [CH3:1][CH2:2][CH2:3][CH2:4][C:5]1[N:9]([CH2:10][C:11]2[CH:16]=[CH:15][C:14]([C:17]3[C:22]([C:23]4[N:27]=[N:26][N:25](C(C5C=CC=CC=5)(C5C=CC=CC=5)C5C=CC=CC=5)[N:24]=4)=[CH:21][CH:20]=[CH:19][CH:18]=3)=[CH:13][CH:12]=2)[C:8]([CH2:47][OH:48])=[C:7]([Cl:49])[N:6]=1.Cl. Product: [CH3:1][CH2:2][CH2:3][CH2:4][C:5]1[N:9]([CH2:10][C:11]2[CH:16]=[CH:15][C:14]([C:17]3[CH:18]=[CH:19][CH:20]=[CH:21][C:22]=3[C:23]3[N:27]=[N:26][NH:25][N:24]=3)=[CH:13][CH:12]=2)[C:8]([CH2:47][OH:48])=[C:7]([Cl:49])[N:6]=1. The catalyst class is: 1.